From a dataset of Forward reaction prediction with 1.9M reactions from USPTO patents (1976-2016). Predict the product of the given reaction. Given the reactants [CH:1]1([C:4]2[O:8][N:7]=[C:6]([C:9]3[CH:14]=[CH:13][CH:12]=[CH:11][C:10]=3[O:15][C:16]([F:19])([F:18])[F:17])[C:5]=2[CH2:20][O:21][CH:22]2[CH2:28][CH:27]3[N:29]([C:30]4[CH:39]=[CH:38][C:33]([C:34]([O:36]C)=[O:35])=[CH:32][C:31]=4[F:40])[CH:24]([CH2:25][CH2:26]3)[CH2:23]2)[CH2:3][CH2:2]1.CO.[OH-].[K+].Cl, predict the reaction product. The product is: [CH:1]1([C:4]2[O:8][N:7]=[C:6]([C:9]3[CH:14]=[CH:13][CH:12]=[CH:11][C:10]=3[O:15][C:16]([F:18])([F:17])[F:19])[C:5]=2[CH2:20][O:21][CH:22]2[CH2:23][CH:24]3[N:29]([C:30]4[CH:39]=[CH:38][C:33]([C:34]([OH:36])=[O:35])=[CH:32][C:31]=4[F:40])[CH:27]([CH2:26][CH2:25]3)[CH2:28]2)[CH2:3][CH2:2]1.